Dataset: Retrosynthesis with 50K atom-mapped reactions and 10 reaction types from USPTO. Task: Predict the reactants needed to synthesize the given product. Given the product COC(=O)c1cc(-c2cc(Cl)nc(N)n2)c(C)cc1OC, predict the reactants needed to synthesize it. The reactants are: COC(=O)c1cc(B2OC(C)(C)C(C)(C)O2)c(C)cc1OC.Nc1nc(Cl)cc(Cl)n1.